Dataset: Reaction yield outcomes from USPTO patents with 853,638 reactions. Task: Predict the reaction yield, written as a fraction of the theoretical maximum amount of product (1.0 means a 100% yield; for example, 0.34 means a 34% yield). The reactants are [NH:1]1[C:9]2[CH2:8][CH2:7][CH2:6][CH2:5][C:4]=2[CH:3]=[C:2]1[C:10]([O:12][CH2:13][CH3:14])=[O:11].[H-].[Na+].Br[CH2:18][C:19]#[N:20]. The catalyst is CN(C=O)C. The product is [C:19]([CH2:18][N:1]1[C:9]2[CH2:8][CH2:7][CH2:6][CH2:5][C:4]=2[CH:3]=[C:2]1[C:10]([O:12][CH2:13][CH3:14])=[O:11])#[N:20]. The yield is 0.550.